Task: Predict which catalyst facilitates the given reaction.. Dataset: Catalyst prediction with 721,799 reactions and 888 catalyst types from USPTO (1) Reactant: [NH2:1][C:2]1[N:7]=[C:6]([CH3:8])[C:5]([CH2:9][CH2:10][CH2:11][NH:12][CH2:13][C:14]2[CH:15]=[C:16]([CH2:20][C:21]([O:23][CH3:24])=[O:22])[CH:17]=[CH:18][CH:19]=2)=[C:4]([NH:25][CH2:26][CH2:27][CH2:28][CH2:29][CH3:30])[N:3]=1.[CH3:31][N:32]1[CH:36]=[C:35]([S:37](Cl)(=[O:39])=[O:38])[N:34]=[CH:33]1. Product: [NH2:1][C:2]1[N:7]=[C:6]([CH3:8])[C:5]([CH2:9][CH2:10][CH2:11][N:12]([CH2:13][C:14]2[CH:15]=[C:16]([CH2:20][C:21]([O:23][CH3:24])=[O:22])[CH:17]=[CH:18][CH:19]=2)[S:37]([C:35]2[N:34]=[CH:33][N:32]([CH3:31])[CH:36]=2)(=[O:39])=[O:38])=[C:4]([NH:25][CH2:26][CH2:27][CH2:28][CH2:29][CH3:30])[N:3]=1. The catalyst class is: 2. (2) Reactant: C([O:3][C:4]([C:6]1[CH:7]=[N:8][C:9]2[C:14]([C:15]=1[Br:16])=[N:13][C:12]([O:17][CH3:18])=[CH:11][CH:10]=2)=[O:5])C.[OH-].[Na+].Cl. Product: [Br:16][C:15]1[C:14]2[C:9](=[CH:10][CH:11]=[C:12]([O:17][CH3:18])[N:13]=2)[N:8]=[CH:7][C:6]=1[C:4]([OH:5])=[O:3]. The catalyst class is: 7. (3) Reactant: [Cl:1][C:2]1[C:7]([C:8]2[C:13]([F:14])=[CH:12][C:11]([F:15])=[CH:10][C:9]=2[F:16])=[C:6]([N:17]2[CH2:21][CH2:20][CH2:19][O:18]2)[N:5]=[C:4]([C:22]#[N:23])[N:3]=1.C[O-].[Na+].Cl.[CH3:28][O:29][NH2:30]. Product: [CH3:28][O:29][NH:30][C:22]([C:4]1[N:3]=[C:2]([Cl:1])[C:7]([C:8]2[C:9]([F:16])=[CH:10][C:11]([F:15])=[CH:12][C:13]=2[F:14])=[C:6]([N:17]2[CH2:21][CH2:20][CH2:19][O:18]2)[N:5]=1)=[NH:23]. The catalyst class is: 5. (4) Reactant: F[B-](F)(F)F.C(O[C:9]([C:11]1[CH:16]=[CH:15][CH:14]=[CH:13][C:12]=1[CH3:17])=[NH2+:10])C.[O-]CC.[Na+].[N:22]#[C:23][NH2:24]. Product: [C:23]([N:24]=[C:9]([C:11]1[CH:16]=[CH:15][CH:14]=[CH:13][C:12]=1[CH3:17])[NH2:10])#[N:22]. The catalyst class is: 8. (5) Reactant: [CH3:1][O:2][C:3]([CH:5]1[CH:10]([NH2:11])[CH:9]2[N:12]([C:13]([O:15][C:16]([CH3:19])([CH3:18])[CH3:17])=[O:14])[CH:6]1[CH2:7][CH2:8]2)=[O:4].Cl.[CH3:21][C:22]1[CH:31]=[C:30]([CH2:32][O:33][C:34]2[CH:39]=[CH:38][C:37]([S:40](Cl)(=[O:42])=[O:41])=[CH:36][CH:35]=2)[C:29]2[C:24](=[CH:25][CH:26]=[CH:27][CH:28]=2)[N:23]=1.C(N(CC)C(C)C)(C)C. Product: [CH3:1][O:2][C:3]([CH:5]1[CH:10]([NH:11][S:40]([C:37]2[CH:38]=[CH:39][C:34]([O:33][CH2:32][C:30]3[C:29]4[C:24](=[CH:25][CH:26]=[CH:27][CH:28]=4)[N:23]=[C:22]([CH3:21])[CH:31]=3)=[CH:35][CH:36]=2)(=[O:41])=[O:42])[CH:9]2[N:12]([C:13]([O:15][C:16]([CH3:19])([CH3:18])[CH3:17])=[O:14])[CH:6]1[CH2:7][CH2:8]2)=[O:4]. The catalyst class is: 9.